This data is from Full USPTO retrosynthesis dataset with 1.9M reactions from patents (1976-2016). The task is: Predict the reactants needed to synthesize the given product. (1) Given the product [N:20]1[CH:40]=[CH:41][CH:44]=[CH:43][C:42]=1[CH:46]1[CH2:34][CH2:32][C:15]2[C:14](=[CH:19][CH:18]=[CH:17][CH:16]=2)[O:45]1, predict the reactants needed to synthesize it. The reactants are: [C:14]1(P([C:14]2[CH:19]=[CH:18][CH:17]=[CH:16][CH:15]=2)[C:14]2[CH:19]=[CH:18][CH:17]=[CH:16][CH:15]=2)[CH:19]=[CH:18][CH:17]=[CH:16][CH:15]=1.[N:20](C(OCC)=O)=NC(OCC)=O.[CH:32](O)([CH3:34])C.[CH3:32][CH2:34][CH2:40][CH2:41][CH2:40][CH3:41].[CH2:42]1[CH2:46][O:45][CH2:44][CH2:43]1. (2) The reactants are: N[CH:2]1[CH2:7]C[N:5]([C:8]2[CH:13]=[CH:12][N:11]=[CH:10][CH:9]=2)[CH2:4][CH2:3]1.ClC[C:16]1[N:20]([CH2:21][C:22](=[O:30])[NH:23][CH:24]2[CH2:29][CH2:28][CH2:27][CH2:26][CH2:25]2)[C:19]2[CH:31]=[CH:32][C:33]([C:35]#[N:36])=[CH:34][C:18]=2[N:17]=1.[CH2:37]([N:39](CC)CC)[CH3:38]. Given the product [CH:24]1([NH:23][C:22]([CH2:21][N:20]2[C:19]3[CH:31]=[CH:32][C:33]([C:35]#[N:36])=[CH:34][C:18]=3[N:17]=[C:16]2[CH:4]([NH:5][CH:8]2[CH2:9][CH2:10][NH:11][CH2:12][CH2:13]2)[C:3]2[CH:2]=[CH:7][N:39]=[CH:37][CH:38]=2)=[O:30])[CH2:29][CH2:28][CH2:27][CH2:26][CH2:25]1, predict the reactants needed to synthesize it. (3) Given the product [CH3:36][O:35][C:32]1[N:33]=[CH:34][C:29]([NH:28][C:2]2[CH:10]=[CH:9][CH:8]=[C:7]3[C:3]=2[C:4]2([C:20]4=[CH:21][C:22]5[O:26][CH2:25][O:24][C:23]=5[CH:27]=[C:19]4[O:18][CH2:17]2)[C:5](=[O:16])[N:6]3[CH2:11][CH2:12][CH2:13][CH2:14][CH3:15])=[CH:30][CH:31]=1, predict the reactants needed to synthesize it. The reactants are: Br[C:2]1[CH:10]=[CH:9][CH:8]=[C:7]2[C:3]=1[C:4]1([C:20]3=[CH:21][C:22]4[O:26][CH2:25][O:24][C:23]=4[CH:27]=[C:19]3[O:18][CH2:17]1)[C:5](=[O:16])[N:6]2[CH2:11][CH2:12][CH2:13][CH2:14][CH3:15].[NH2:28][C:29]1[CH:30]=[CH:31][C:32]([O:35][CH3:36])=[N:33][CH:34]=1.C1C=CC(P(C2C(C3C(P(C4C=CC=CC=4)C4C=CC=CC=4)=CC=C4C=3C=CC=C4)=C3C(C=CC=C3)=CC=2)C2C=CC=CC=2)=CC=1.C[O-].[Na+]. (4) Given the product [NH2:21][CH2:11][CH2:10][C:6]1[C:5]([F:19])=[C:4]([O:3][CH2:1][CH3:2])[CH:9]=[CH:8][N:7]=1, predict the reactants needed to synthesize it. The reactants are: [CH2:1]([O:3][C:4]1[CH:9]=[CH:8][N:7]=[C:6]([CH:10](N2C(C)=CC=C2C)[CH3:11])[C:5]=1[F:19])[CH3:2].Cl.[NH2:21]O.[OH-].[K+].C(O)C. (5) The reactants are: [CH2:1]([C:3]1[N:4]([C:28]2[CH:33]=[CH:32][C:31]([OH:34])=[CH:30][CH:29]=2)[C:5](=[O:27])[C:6]([CH2:12][C:13]2[CH:18]=[CH:17][C:16]([C:19]3[C:20]([C:25]#[N:26])=[CH:21][CH:22]=[CH:23][CH:24]=3)=[CH:15][CH:14]=2)=[C:7]([CH2:9][CH2:10][CH3:11])[N:8]=1)[CH3:2].Br[C:36]1([C:40]([O:42][CH2:43][CH3:44])=[O:41])[CH2:39][CH2:38][CH2:37]1.C(=O)([O-])[O-].[Cs+].[Cs+]. Given the product [C:25]([C:20]1[CH:21]=[CH:22][CH:23]=[CH:24][C:19]=1[C:16]1[CH:17]=[CH:18][C:13]([CH2:12][C:6]2[C:5](=[O:27])[N:4]([C:28]3[CH:33]=[CH:32][C:31]([O:34][C:36]4([C:40]([O:42][CH2:43][CH3:44])=[O:41])[CH2:39][CH2:38][CH2:37]4)=[CH:30][CH:29]=3)[C:3]([CH2:1][CH3:2])=[N:8][C:7]=2[CH2:9][CH2:10][CH3:11])=[CH:14][CH:15]=1)#[N:26], predict the reactants needed to synthesize it. (6) Given the product [F:28][C:25]1[CH:24]=[CH:23][C:22]([C:21]([N:17]2[CH2:18][CH2:19][CH2:20][C@H:15]([O:14][C:13](=[O:12])[NH:7][CH:1]3[CH2:6][CH2:5][CH2:4][CH2:3][CH2:2]3)[CH2:16]2)=[O:29])=[CH:27][CH:26]=1, predict the reactants needed to synthesize it. The reactants are: [CH:1]1([NH2:7])[CH2:6][CH2:5][CH2:4][CH2:3][CH2:2]1.ClC([O:12][C:13](=O)[O:14][C@H:15]1[CH2:20][CH2:19][CH2:18][N:17]([C:21](=[O:29])[C:22]2[CH:27]=[CH:26][C:25]([F:28])=[CH:24][CH:23]=2)[CH2:16]1)(Cl)Cl. (7) Given the product [C:7]([C:6]1[CH:5]=[C:4]([CH3:9])[N:3]([C:10]2[C:15]([CH3:16])=[CH:14][C:13]([CH3:17])=[CH:12][C:11]=2[CH3:18])[C:2]=1[NH:1][C:19](=[O:21])[CH3:20])#[N:8], predict the reactants needed to synthesize it. The reactants are: [NH2:1][C:2]1[N:3]([C:10]2[C:15]([CH3:16])=[CH:14][C:13]([CH3:17])=[CH:12][C:11]=2[CH3:18])[C:4]([CH3:9])=[CH:5][C:6]=1[C:7]#[N:8].[C:19](OC(=O)C)(=[O:21])[CH3:20]. (8) The reactants are: [CH3:1][C:2]1[CH:11]=[C:10]2[C:5]([CH:6]=[CH:7][CH:8]=[N:9]2)=[CH:4][CH:3]=1.[BH4-].[Na+].Cl.[OH-].[NH4+]. Given the product [CH3:1][C:2]1[CH:11]=[C:10]2[C:5]([CH2:6][CH2:7][CH2:8][NH:9]2)=[CH:4][CH:3]=1, predict the reactants needed to synthesize it. (9) Given the product [Cl:14][C:13]1[C:12]([C:15]2[N:19]([CH3:20])[N:18]=[CH:17][CH:16]=2)=[C:11]([Cl:21])[S:10][C:9]=1[NH2:5], predict the reactants needed to synthesize it. The reactants are: CC([N:5]([C:9]1[S:10][C:11]([Cl:21])=[C:12]([C:15]2[N:19]([CH3:20])[N:18]=[CH:17][CH:16]=2)[C:13]=1[Cl:14])C(=O)[O-])(C)C.Cl.